Dataset: NCI-60 drug combinations with 297,098 pairs across 59 cell lines. Task: Regression. Given two drug SMILES strings and cell line genomic features, predict the synergy score measuring deviation from expected non-interaction effect. Drug 1: C#CCC(CC1=CN=C2C(=N1)C(=NC(=N2)N)N)C3=CC=C(C=C3)C(=O)NC(CCC(=O)O)C(=O)O. Drug 2: CCC1(C2=C(COC1=O)C(=O)N3CC4=CC5=C(C=CC(=C5CN(C)C)O)N=C4C3=C2)O.Cl. Cell line: MOLT-4. Synergy scores: CSS=65.1, Synergy_ZIP=-1.11, Synergy_Bliss=-1.37, Synergy_Loewe=-0.536, Synergy_HSA=-0.446.